This data is from Full USPTO retrosynthesis dataset with 1.9M reactions from patents (1976-2016). The task is: Predict the reactants needed to synthesize the given product. (1) Given the product [Cl:1][C:2]1[CH:9]=[C:8]([N:10]([CH2:11][C:12]([F:13])([F:14])[F:15])[CH2:17][C:18]([O:20][C:21]([CH3:24])([CH3:23])[CH3:22])=[O:19])[CH:7]=[CH:6][C:3]=1[C:4]#[N:5], predict the reactants needed to synthesize it. The reactants are: [Cl:1][C:2]1[CH:9]=[C:8]([NH:10][CH2:11][C:12]([F:15])([F:14])[F:13])[CH:7]=[CH:6][C:3]=1[C:4]#[N:5].Br[CH2:17][C:18]([O:20][C:21]([CH3:24])([CH3:23])[CH3:22])=[O:19]. (2) Given the product [Cl:49][C:30]1[C:31]([O:32][C:33]2[CH:34]=[CH:35][C:36]3[N:37]([CH:39]=[C:40]([NH:42][C:43]([CH:45]4[CH2:46][CH2:47]4)=[O:44])[N:41]=3)[N:38]=2)=[CH:48][C:27]([NH:26][C:9](=[O:11])[C:8]2[CH:12]=[CH:13][CH:14]=[C:6]([C:3]([C:1]#[N:2])([CH3:4])[CH3:5])[CH:7]=2)=[C:28]([F:50])[CH:29]=1, predict the reactants needed to synthesize it. The reactants are: [C:1]([C:3]([C:6]1[CH:7]=[C:8]([CH:12]=[CH:13][CH:14]=1)[C:9]([OH:11])=O)([CH3:5])[CH3:4])#[N:2].C(Cl)(=O)C(Cl)=O.O1CCCC1.[NH2:26][C:27]1[C:28]([F:50])=[CH:29][C:30]([Cl:49])=[C:31]([CH:48]=1)[O:32][C:33]1[CH:34]=[CH:35][C:36]2[N:37]([CH:39]=[C:40]([NH:42][C:43]([CH:45]3[CH2:47][CH2:46]3)=[O:44])[N:41]=2)[N:38]=1.